Dataset: Forward reaction prediction with 1.9M reactions from USPTO patents (1976-2016). Task: Predict the product of the given reaction. (1) Given the reactants Cl[C:2]1[CH:3]=[C:4]([CH:7]=[C:8]([Cl:10])[N:9]=1)[C:5]#[N:6].CN1C(=O)CCC1.[F:18][C:19]1[CH:20]=[C:21]([CH2:25][NH2:26])[CH:22]=[CH:23][CH:24]=1, predict the reaction product. The product is: [Cl:10][C:8]1[CH:7]=[C:4]([CH:3]=[C:2]([NH:26][CH2:25][C:21]2[CH:22]=[CH:23][CH:24]=[C:19]([F:18])[CH:20]=2)[N:9]=1)[C:5]#[N:6]. (2) Given the reactants Br[C:2]1[N:6]2[N:7]=[C:8]([O:11][CH:12]3[CH2:17][CH2:16][O:15][CH2:14][CH2:13]3)[CH:9]=[CH:10][C:5]2=[N:4][CH:3]=1.[F:18][C:19]1[CH:24]=[CH:23][C:22](B(O)O)=[CH:21][CH:20]=1.ClCCl.C([O-])([O-])=O.[Na+].[Na+].Cl, predict the reaction product. The product is: [F:18][C:19]1[CH:24]=[CH:23][C:22]([C:2]2[N:6]3[N:7]=[C:8]([O:11][CH:12]4[CH2:17][CH2:16][O:15][CH2:14][CH2:13]4)[CH:9]=[CH:10][C:5]3=[N:4][CH:3]=2)=[CH:21][CH:20]=1. (3) The product is: [CH2:19]([O:13][C:12](=[O:14])[CH2:11][CH2:10][C:9]([C:6]1[CH:7]=[CH:8][C:3]([O:2][CH3:1])=[C:4]([CH3:16])[CH:5]=1)=[O:15])[CH3:20]. Given the reactants [CH3:1][O:2][C:3]1[CH:8]=[CH:7][C:6]([C:9](=[O:15])[CH2:10][CH2:11][C:12]([OH:14])=[O:13])=[CH:5][C:4]=1[CH3:16].CO[C:19]1C=CC(C(CC=O)C(O)=O)=C[C:20]=1C.[OH-].[Na+], predict the reaction product. (4) Given the reactants [CH3:1][C:2]1[CH:7]=[CH:6][CH:5]=[CH:4][C:3]=1[C:8]1[NH:12][CH:11]=[C:10]([C:13]#[N:14])[CH:9]=1.C(N(C(C)C)CC)(C)C.[N:24]1[CH:29]=[CH:28][CH:27]=[C:26]([S:30](Cl)(=[O:32])=[O:31])[CH:25]=1.Cl, predict the reaction product. The product is: [CH3:1][C:2]1[CH:7]=[CH:6][CH:5]=[CH:4][C:3]=1[C:8]1[N:12]([S:30]([C:26]2[CH:25]=[N:24][CH:29]=[CH:28][CH:27]=2)(=[O:32])=[O:31])[CH:11]=[C:10]([C:13]#[N:14])[CH:9]=1.